The task is: Predict the reaction yield, written as a fraction of the theoretical maximum amount of product (1.0 means a 100% yield; for example, 0.34 means a 34% yield).. This data is from Reaction yield outcomes from USPTO patents with 853,638 reactions. (1) The reactants are [CH:1]1([CH:4]([C:18]2[CH:23]=[CH:22][CH:21]=[CH:20][CH:19]=2)[NH:5][C:6]([C:8]2[CH:9]=[C:10]3[C:14](=[CH:15][CH:16]=2)[NH:13][N:12]=[C:11]3I)=[O:7])[CH2:3][CH2:2]1.[CH3:24][N:25]1[CH2:30][CH2:29][CH:28]([O:31][C:32]2[CH:37]=[CH:36][C:35](B3OC(C)(C)C(C)(C)O3)=[CH:34][CH:33]=2)[CH2:27][CH2:26]1.C([O-])([O-])=O.[Na+].[Na+]. The catalyst is C1(C)C=CC=CC=1.CCO. The product is [CH:1]1([CH:4]([C:18]2[CH:23]=[CH:22][CH:21]=[CH:20][CH:19]=2)[NH:5][C:6]([C:8]2[CH:9]=[C:10]3[C:14](=[CH:15][CH:16]=2)[NH:13][N:12]=[C:11]3[C:35]2[CH:36]=[CH:37][C:32]([O:31][CH:28]3[CH2:27][CH2:26][N:25]([CH3:24])[CH2:30][CH2:29]3)=[CH:33][CH:34]=2)=[O:7])[CH2:3][CH2:2]1. The yield is 0.350. (2) The reactants are [OH-].[Na+].C[O:4][C:5](=[O:36])[C@@H:6]([NH2:35])[CH2:7][S:8][CH2:9][C:10]1[CH:15]=[CH:14][C:13]([C:16]2[CH:21]=[CH:20][C:19]([C:22]3[C:27]4[O:28][C:29]5[CH:34]=[CH:33][CH:32]=[CH:31][C:30]=5[C:26]=4[CH:25]=[CH:24][CH:23]=3)=[CH:18][CH:17]=2)=[CH:12][CH:11]=1.Cl. The catalyst is O1CCCC1.CO. The product is [NH2:35][C@@H:6]([CH2:7][S:8][CH2:9][C:10]1[CH:15]=[CH:14][C:13]([C:16]2[CH:17]=[CH:18][C:19]([C:22]3[C:27]4[O:28][C:29]5[CH:34]=[CH:33][CH:32]=[CH:31][C:30]=5[C:26]=4[CH:25]=[CH:24][CH:23]=3)=[CH:20][CH:21]=2)=[CH:12][CH:11]=1)[C:5]([OH:36])=[O:4]. The yield is 0.860. (3) The reactants are CCN(C(C)C)C(C)C.Cl.[F:11][C:12]1[CH:59]=[CH:58][CH:57]=[C:56]([F:60])[C:13]=1[CH2:14][O:15][C:16]([C:25]1[CH:30]=[CH:29][C:28]([C@:31]2([S:46]([C:49]3[CH:54]=[CH:53][C:52]([F:55])=[CH:51][CH:50]=3)(=[O:48])=[O:47])[CH2:35][CH2:34][N:33]([C:36]([C:38]3([CH2:44][OH:45])[CH2:43][CH2:42][NH:41][CH2:40][CH2:39]3)=[O:37])[CH2:32]2)=[CH:27][CH:26]=1)([C:21]([F:24])([F:23])[F:22])[C:17]([F:20])([F:19])[F:18].[C:61](O)(=[O:63])[CH3:62].F[P-](F)(F)(F)(F)F.N1(O[P+](N(C)C)(N(C)C)N(C)C)C2C=CC=CC=2N=N1. The catalyst is ClCCl.O1CCCC1. The product is [F:60][C:56]1[CH:57]=[CH:58][CH:59]=[C:12]([F:11])[C:13]=1[CH2:14][O:15][C:16]([C:25]1[CH:30]=[CH:29][C:28]([C@:31]2([S:46]([C:49]3[CH:50]=[CH:51][C:52]([F:55])=[CH:53][CH:54]=3)(=[O:48])=[O:47])[CH2:35][CH2:34][N:33]([C:36]([C:38]3([CH2:44][OH:45])[CH2:39][CH2:40][N:41]([C:61](=[O:63])[CH3:62])[CH2:42][CH2:43]3)=[O:37])[CH2:32]2)=[CH:27][CH:26]=1)([C:17]([F:20])([F:19])[F:18])[C:21]([F:22])([F:24])[F:23]. The yield is 0.490. (4) The reactants are [C:1]([O:10][CH3:11])(=[O:9])[C:2]1[C:3](=[CH:5][CH:6]=[CH:7][CH:8]=1)[NH2:4].N1C=CC=CC=1.[CH3:18][S:19](Cl)(=[O:21])=[O:20]. The catalyst is C(OCC)(=O)C. The product is [CH3:18][S:19]([NH:4][C:3]1[CH:5]=[CH:6][CH:7]=[CH:8][C:2]=1[C:1]([O:10][CH3:11])=[O:9])(=[O:21])=[O:20]. The yield is 0.880. (5) The reactants are [CH2:1]([N:5]1[C:13]2[N:12]=[C:11]([Cl:14])[N:10](CC=C)[C:9]=2[C:8](=[O:18])[NH:7][C:6]1=[O:19])[CH2:2][CH2:3][CH3:4].C([O-])([O-])=O.[Cs+].[Cs+].Cl[CH2:27][C:28]#[N:29].N1CCOCC1. The catalyst is CN(C=O)C.C1C=CC([P]([Pd]([P](C2C=CC=CC=2)(C2C=CC=CC=2)C2C=CC=CC=2)([P](C2C=CC=CC=2)(C2C=CC=CC=2)C2C=CC=CC=2)[P](C2C=CC=CC=2)(C2C=CC=CC=2)C2C=CC=CC=2)(C2C=CC=CC=2)C2C=CC=CC=2)=CC=1. The product is [CH2:1]([N:5]1[C:13]2[N:12]=[C:11]([Cl:14])[NH:10][C:9]=2[C:8](=[O:18])[N:7]([CH2:27][C:28]#[N:29])[C:6]1=[O:19])[CH2:2][CH2:3][CH3:4]. The yield is 0.260.